The task is: Predict the reaction yield, written as a fraction of the theoretical maximum amount of product (1.0 means a 100% yield; for example, 0.34 means a 34% yield).. This data is from Reaction yield outcomes from USPTO patents with 853,638 reactions. The reactants are [NH2:1][C:2]1[CH:3]=[C:4]([CH:17]=[CH:18][CH:19]=1)[O:5][C:6]1[C:15]2[NH:14][C:13](=[O:16])[CH:12]=[N:11][C:10]=2[N:9]=[CH:8][CH:7]=1.[C:20]([C:24]1[CH:28]=[C:27]([N:29]=[C:30]=[O:31])[N:26]([C:32]2[CH:37]=[CH:36][CH:35]=[CH:34][CH:33]=2)[N:25]=1)([CH3:23])([CH3:22])[CH3:21]. No catalyst specified. The product is [C:20]([C:24]1[CH:28]=[C:27]([NH:29][C:30]([NH:1][C:2]2[CH:19]=[CH:18][CH:17]=[C:4]([O:5][C:6]3[C:15]4[NH:14][C:13](=[O:16])[CH:12]=[N:11][C:10]=4[N:9]=[CH:8][CH:7]=3)[CH:3]=2)=[O:31])[N:26]([C:32]2[CH:37]=[CH:36][CH:35]=[CH:34][CH:33]=2)[N:25]=1)([CH3:23])([CH3:21])[CH3:22]. The yield is 0.290.